Dataset: Experimentally validated miRNA-target interactions with 360,000+ pairs, plus equal number of negative samples. Task: Binary Classification. Given a miRNA mature sequence and a target amino acid sequence, predict their likelihood of interaction. (1) The miRNA is hsa-miR-556-3p with sequence AUAUUACCAUUAGCUCAUCUUU. The protein sequence of the target gene is MIGQKTLYSFFSPTPTGKRTTRSPEPVPGSGVAAEIGGDAVASPAKKARVEQNEQGSPLSAEQLVRIQRNKAAALLRLAARNVPAGFGESWKQQLCGEFGKPYFVKLMGFVAEERNHHKVYPPPEQVFTWTQMCDIRDVKVVILGQDPYHGPNQAHGLCFSVQRPVPPPPSLENIFKELSTDIDGFVHPGHGDLSGWARQGVLLLNAVLTVRAHQANSHKERGWEQFTDAVVSWLNQNLSGLVFLLWGSYAQKKGSVIDRKRHHVLQTAHPSPLSVHRGFLGCRHFSKANELLQKSGKKP.... Result: 0 (no interaction). (2) The miRNA is hsa-miR-378h with sequence ACUGGACUUGGUGUCAGAUGG. The protein sequence of the target gene is MSRVRDAGCVAAGIVIGAGAWYCVYKYTRGRDQTKKRMAKPKNRAVAGTGARARAGLRAGFTIDLGSGFSPPTPVRAEAEDRAQDEASALDTVGAEAVAPAASSAEAQSGAGSQAQEADGAGVGPKAESVVGAAMASAIAPPPGVTEALGAAEAPAMAGAPKVAEAPREAETSRAAVPPGTVVPTEAAAPTEVTEGPGVAAPTKVAEAPGVASPTEAAEAPVPATPTGAAAPTGAAESPGTSGSPRTAVVPGTSAAKKATPGAHTGAIPKATSATGAVPKGGGKGVTRSRNGGKGKGKKS.... Result: 0 (no interaction). (3) The miRNA is mmu-miR-743a-3p with sequence GAAAGACACCAAGCUGAGUAGA. The protein sequence of the target gene is MLSALARPAGAALRRSFSTSAQNNAKVAVLGASGGIGQPLSLLLKNSPLVSRLTLYDIAHTPGVAADLSHIETRANVKGYLGPEQLPDCLKGCDVVVIPAGVPRKPGMTRDDLFNTNATIVATLTAACAQHCPEAMVCIIANPVNSTIPITAEVFKKHGVYNPNKIFGVTTLDIVRANTFVAELKGLDPARVNVPVIGGHAGKTIIPLISQCTPKVDFPQDQLATLTGRIQEAGTEVVKAKAGAGSATLSMAYAGARFVFSLVDAMNGKEGVVECSFVQSKETECTYFSTPLLLGKKGLE.... Result: 1 (interaction). (4) The miRNA is hsa-miR-6860 with sequence ACUGGGCAGGGCUGUGGUGAGU. The protein sequence of the target gene is MEAGNQTGFLEFILLGLSEDPELQPFIFGLFLSMYLVTVLGNLLIILAISSDSHLHTPMYFFLSNLSWVDICFSTCIVPKMLVNIQTENKAISYMDCLTQVYFSMFFPILDTLLLTVMAYDRFVAVCHPLHYMIIMNPHLCGLLVFVTWLIGVMTSLLHISLMMHLIFCKDFEIPHFFCELTYILQLACSDTFLNSTLIYFMTGVLGVFPLLGIIFSYSRIASSIRKMSSSGGKQKALSTCGSHLSVVSLFYGTGIGVHFTSAVTHSSQKISVASVMYTVVTPMLNPFIYSLRNKDVKGA.... Result: 1 (interaction).